This data is from Reaction yield outcomes from USPTO patents with 853,638 reactions. The task is: Predict the reaction yield, written as a fraction of the theoretical maximum amount of product (1.0 means a 100% yield; for example, 0.34 means a 34% yield). (1) The reactants are CCN(C(C)C)C(C)C.Cl.Cl.Cl.Cl.[NH2:14][CH2:15][CH2:16][O:17][CH2:18][CH2:19][O:20][CH2:21][CH2:22][O:23][CH2:24][CH2:25][N:26]([CH3:72])[CH2:27][CH2:28][N:29]([CH3:71])[C:30](=[O:70])[C:31]1[CH:69]=[CH:68][CH:67]=[C:33]([C:34]([NH:36][C:37]2[CH:42]=[CH:41][C:40]([N:43]([CH2:46][CH3:47])[CH2:44][CH3:45])=[CH:39][C:38]=2[C:48]2[CH:53]=[C:52]([C:54](=[O:66])[NH:55][C@@H:56]3[C:65]4[C:60](=[CH:61][CH:62]=[CH:63][CH:64]=4)[CH2:59][CH2:58][CH2:57]3)[CH:51]=[CH:50][N:49]=2)=[O:35])[CH:32]=1.[C:73]([O:76][C:77]1[CH:85]=[CH:84][C:80]([C:81](O)=[O:82])=[CH:79][CH:78]=1)(=[O:75])[CH3:74].CN(C(ON1N=NC2C=CC=NC1=2)=[N+](C)C)C.F[P-](F)(F)(F)(F)F. The catalyst is CN(C=O)C.C(OCC)(=O)C. The product is [C:73]([O:76][C:77]1[CH:85]=[CH:84][C:80]([C:81](=[O:82])[NH:14][CH2:15][CH2:16][O:17][CH2:18][CH2:19][O:20][CH2:21][CH2:22][O:23][CH2:24][CH2:25][N:26]([CH3:72])[CH2:27][CH2:28][N:29]([CH3:71])[C:30]([C:31]2[CH:69]=[CH:68][CH:67]=[C:33]([C:34](=[O:35])[NH:36][C:37]3[CH:42]=[CH:41][C:40]([N:43]([CH2:44][CH3:45])[CH2:46][CH3:47])=[CH:39][C:38]=3[C:48]3[CH:53]=[C:52]([C:54](=[O:66])[NH:55][C@@H:56]4[C:65]5[C:60](=[CH:61][CH:62]=[CH:63][CH:64]=5)[CH2:59][CH2:58][CH2:57]4)[CH:51]=[CH:50][N:49]=3)[CH:32]=2)=[O:70])=[CH:79][CH:78]=1)(=[O:75])[CH3:74]. The yield is 0.750. (2) The reactants are [C:1]([CH2:3][C:4]1([N:15]2[CH:19]=[C:18]([B:20]3[O:24][C:23]([CH3:26])([CH3:25])[C:22]([CH3:28])([CH3:27])[O:21]3)[CH:17]=[N:16]2)[CH2:7][N:6](C(OC(C)(C)C)=O)[CH2:5]1)#[N:2].C(N(CC)CC)C. The catalyst is C(Cl)Cl.Cl.O1CCOCC1. The product is [CH3:27][C:22]1([CH3:28])[C:23]([CH3:25])([CH3:26])[O:24][B:20]([C:18]2[CH:17]=[N:16][N:15]([C:4]3([CH2:3][C:1]#[N:2])[CH2:5][NH:6][CH2:7]3)[CH:19]=2)[O:21]1. The yield is 0.850. (3) The catalyst is C(Cl)Cl. The reactants are [CH:1]1([C:4]2[CH:9]=[CH:8][C:7]([CH:10]3[N:14]([CH2:15][CH2:16][C:17]4[CH:22]=[CH:21][C:20]([O:23][CH3:24])=[CH:19][CH:18]=4)[C:13](=[O:25])[C:12]4([CH2:30][CH2:29][NH:28][CH2:27][CH2:26]4)[N:11]3[CH3:31])=[CH:6][CH:5]=2)[CH2:3][CH2:2]1.[CH3:32][S:33](Cl)(=[O:35])=[O:34].C(N(CC)CC)C. The product is [CH:1]1([C:4]2[CH:9]=[CH:8][C:7]([CH:10]3[N:14]([CH2:15][CH2:16][C:17]4[CH:22]=[CH:21][C:20]([O:23][CH3:24])=[CH:19][CH:18]=4)[C:13](=[O:25])[C:12]4([CH2:26][CH2:27][N:28]([S:33]([CH3:32])(=[O:35])=[O:34])[CH2:29][CH2:30]4)[N:11]3[CH3:31])=[CH:6][CH:5]=2)[CH2:3][CH2:2]1. The yield is 0.640. (4) The reactants are Cl[C:2]1[N:7]=[C:6]([NH:8][C:9]2[CH:14]=[C:13]([C:15]#[N:16])[CH:12]=[CH:11][N:10]=2)[CH:5]=[C:4]([CH:17]2[CH2:22][CH2:21][O:20][CH2:19][CH2:18]2)[CH:3]=1.[CH3:23]B(O)O.C(=O)([O-])[O-].[K+].[K+]. The catalyst is C1C=CC(P([C]2[CH][CH][CH][CH]2)C2C=CC=CC=2)=CC=1.C1C=CC(P([C]2[CH][CH][CH][CH]2)C2C=CC=CC=2)=CC=1.Cl[Pd]Cl.[Fe]. The product is [CH3:23][C:2]1[N:7]=[C:6]([NH:8][C:9]2[CH:14]=[C:13]([CH:12]=[CH:11][N:10]=2)[C:15]#[N:16])[CH:5]=[C:4]([CH:17]2[CH2:22][CH2:21][O:20][CH2:19][CH2:18]2)[CH:3]=1. The yield is 0.0900.